This data is from Full USPTO retrosynthesis dataset with 1.9M reactions from patents (1976-2016). The task is: Predict the reactants needed to synthesize the given product. (1) Given the product [Br:1][C:12]([C:6]1[CH:7]=[CH:8][C:9]([O:10][CH3:11])=[C:4]([O:3][CH3:2])[CH:5]=1)=[CH2:13], predict the reactants needed to synthesize it. The reactants are: [BrH:1].[CH3:2][O:3][C:4]1[CH:5]=[C:6]([C:12]#[CH:13])[CH:7]=[CH:8][C:9]=1[O:10][CH3:11]. (2) Given the product [CH2:1]([O:3][C:4](=[O:18])[C:5]1[CH:10]=[CH:9][CH:8]=[C:7]([O:11][CH2:12][CH:13]([N:19]=[N+:20]=[N-:21])[O:14][CH2:15][CH2:16][OH:17])[CH:6]=1)[CH3:2], predict the reactants needed to synthesize it. The reactants are: [CH2:1]([O:3][C:4](=[O:18])[C:5]1[CH:10]=[CH:9][CH:8]=[C:7]([O:11][CH2:12][CH:13]2[O:17][CH2:16][CH2:15][O:14]2)[CH:6]=1)[CH3:2].[N:19]([Si](C)(C)C)=[N+:20]=[N-:21]. (3) Given the product [C:1]([O:5][C:6]([N:8]1[CH2:12][C@@H:11]([CH2:13][N:14]([CH:31]([CH3:32])[CH3:33])[C:15](=[O:30])[C:16]2[CH:21]=[CH:20][C:19]([O:22][CH3:23])=[C:18]([O:24][CH2:25][CH2:26][CH2:27][O:28][CH3:29])[CH:17]=2)[C@H:10]([CH2:34][N:35]([C:36]([O:38][CH2:39][C:40]([C:43]([OH:45])=[O:44])([CH3:42])[CH3:41])=[O:37])[CH:47]2[CH2:48][CH2:49]2)[CH2:9]1)=[O:7])([CH3:2])([CH3:4])[CH3:3], predict the reactants needed to synthesize it. The reactants are: [C:1]([O:5][C:6]([N:8]1[CH2:12][C@@H:11]([CH2:13][N:14]([CH:31]([CH3:33])[CH3:32])[C:15](=[O:30])[C:16]2[CH:21]=[CH:20][C:19]([O:22][CH3:23])=[C:18]([O:24][CH2:25][CH2:26][CH2:27][O:28][CH3:29])[CH:17]=2)[C@H:10]([CH2:34][N:35]([CH:47]2[CH2:49][CH2:48]2)[C:36]([O:38][CH2:39][C:40]([C:43]([O:45]C)=[O:44])([CH3:42])[CH3:41])=[O:37])[CH2:9]1)=[O:7])([CH3:4])([CH3:3])[CH3:2].C1COCC1. (4) Given the product [F:1][C:2]1[CH:3]=[CH:4][C:5]([N:8]2[CH:12]=[CH:11][C:10]([C:27]3[N:28]=[CH:29][C:30]([C:33]([O:35][CH3:36])=[O:34])=[N:31][CH:32]=3)=[N:9]2)=[CH:6][CH:7]=1, predict the reactants needed to synthesize it. The reactants are: [F:1][C:2]1[CH:7]=[CH:6][C:5]([N:8]2[CH:12]=[CH:11][C:10]([Sn](CCCC)(CCCC)CCCC)=[N:9]2)=[CH:4][CH:3]=1.Cl[C:27]1[N:28]=[CH:29][C:30]([C:33]([O:35][CH3:36])=[O:34])=[N:31][CH:32]=1.[Li+].[Cl-]. (5) Given the product [NH2:1][C:2]1[C:11]2[N:12]=[C:13]([CH2:24][O:25][CH2:26][CH3:27])[N:14]([CH2:15][C:16]([NH:19][S:20]([CH3:23])(=[O:22])=[O:21])([CH3:17])[CH3:18])[C:10]=2[C:9]2[CH:8]=[CH:7][C:6]([O:28][CH2:29][C:30]#[C:31][C:33]3[S:34][CH:35]=[CH:36][CH:37]=3)=[CH:5][C:4]=2[N:3]=1, predict the reactants needed to synthesize it. The reactants are: [NH2:1][C:2]1[C:11]2[N:12]=[C:13]([CH2:24][O:25][CH2:26][CH3:27])[N:14]([CH2:15][C:16]([NH:19][S:20]([CH3:23])(=[O:22])=[O:21])([CH3:18])[CH3:17])[C:10]=2[C:9]2[CH:8]=[CH:7][C:6]([O:28][CH2:29][C:30]#[CH:31])=[CH:5][C:4]=2[N:3]=1.I[C:33]1[S:34][CH:35]=[CH:36][CH:37]=1.C(N(CC)CC)C.CN(C=O)C. (6) The reactants are: N#N.[C:3]([O:7][C:8]([NH:10][C@H:11]([CH2:15][C:16]1[CH:21]=[CH:20][C:19]([O:22][CH2:23][CH3:24])=[CH:18][CH:17]=1)[C:12](O)=O)=[O:9])([CH3:6])([CH3:5])[CH3:4].C(N1CCOCC1)C.CN(C(O[N:41]1N=[N:48][C:43]2[CH:44]=[CH:45][CH:46]=[CH:47][C:42]1=2)=[N+](C)C)C.[B-](F)(F)(F)F.C1(N)C=CC=CC=1N. Given the product [NH:41]1[C:42]2[CH:47]=[CH:46][CH:45]=[CH:44][C:43]=2[N:48]=[C:12]1[C@H:11]([NH:10][C:8](=[O:9])[O:7][C:3]([CH3:6])([CH3:5])[CH3:4])[CH2:15][C:16]1[CH:21]=[CH:20][C:19]([O:22][CH2:23][CH3:24])=[CH:18][CH:17]=1, predict the reactants needed to synthesize it.